From a dataset of Forward reaction prediction with 1.9M reactions from USPTO patents (1976-2016). Predict the product of the given reaction. (1) Given the reactants C[O:2][C:3](=[O:26])[C@@H:4]([NH:9][C:10]([C:12]1[CH:17]=[CH:16][C:15]([CH:18]2[CH2:20][CH2:19]2)=[C:14]([O:21][CH2:22][CH:23]2[CH2:25][CH2:24]2)[N:13]=1)=[O:11])[CH2:5][CH:6]1[CH2:8][CH2:7]1.O.O.[OH-].[Li+].Cl, predict the reaction product. The product is: [CH:6]1([CH2:5][C@H:4]([NH:9][C:10]([C:12]2[CH:17]=[CH:16][C:15]([CH:18]3[CH2:20][CH2:19]3)=[C:14]([O:21][CH2:22][CH:23]3[CH2:25][CH2:24]3)[N:13]=2)=[O:11])[C:3]([OH:26])=[O:2])[CH2:7][CH2:8]1. (2) Given the reactants [CH3:1][O:2][C:3]1[CH:4]=[C:5]2[C:9](=[CH:10][C:11]=1[O:12][CH3:13])[NH:8][C:7]([CH:14]=O)=[C:6]2[C:16]1[CH:21]=[CH:20][C:19]([O:22][CH3:23])=[CH:18][CH:17]=1.[ClH:24].CN.[BH3-][C:28]#[N:29].[Na+], predict the reaction product. The product is: [ClH:24].[CH3:1][O:2][C:3]1[CH:4]=[C:5]2[C:9](=[CH:10][C:11]=1[O:12][CH3:13])[NH:8][C:7]([CH2:14][NH:29][CH3:28])=[C:6]2[C:16]1[CH:17]=[CH:18][C:19]([O:22][CH3:23])=[CH:20][CH:21]=1. (3) Given the reactants [O:1]=[C:2]1[N:6]([CH2:7][C:8]2[CH:13]=[CH:12][CH:11]=[CH:10][CH:9]=2)[CH2:5][CH2:4][N:3]1[CH2:14][C:15]([O:17]C(C)(C)C)=[O:16].FC(F)(F)C(O)=O, predict the reaction product. The product is: [O:1]=[C:2]1[N:6]([CH2:7][C:8]2[CH:13]=[CH:12][CH:11]=[CH:10][CH:9]=2)[CH2:5][CH2:4][N:3]1[CH2:14][C:15]([OH:17])=[O:16]. (4) Given the reactants [OH:1][CH:2]([C:4]1[CH:9]=[CH:8][C:7]([C:10]2[CH:15]=[CH:14][C:13]([NH:16][C:17](=[O:31])[C:18]3[CH:23]=[CH:22][C:21]([O:24][CH3:25])=[C:20]([CH2:26][CH2:27][CH2:28][NH:29][CH3:30])[CH:19]=3)=[CH:12][CH:11]=2)=[CH:6][CH:5]=1)[CH3:3], predict the reaction product. The product is: [C:2]([C:4]1[CH:9]=[CH:8][C:7]([C:10]2[CH:11]=[CH:12][C:13]([NH:16][C:17](=[O:31])[C:18]3[CH:23]=[CH:22][C:21]([O:24][CH3:25])=[C:20]([CH2:26][CH2:27][CH2:28][NH:29][CH3:30])[CH:19]=3)=[CH:14][CH:15]=2)=[CH:6][CH:5]=1)(=[O:1])[CH3:3]. (5) Given the reactants FC(F)(F)S(O[C:7]1[CH:12]=[CH:11][CH:10]=[C:9]([C:13]([C:16]2[CH:21]=[CH:20][CH:19]=[C:18]([C:22]#[N:23])[CH:17]=2)([CH3:15])[CH3:14])[CH:8]=1)(=O)=O.C1C=CC(P(C2C(C3C(P(C4C=CC=CC=4)C4C=CC=CC=4)=CC=C4C=3C=CC=C4)=C3C(C=CC=C3)=CC=2)C2C=CC=CC=2)=CC=1.C(=[NH:85])(C1C=CC=CC=1)C1C=CC=CC=1.Cl, predict the reaction product. The product is: [NH2:85][C:7]1[CH:8]=[C:9]([C:13]([C:16]2[CH:17]=[C:18]([CH:19]=[CH:20][CH:21]=2)[C:22]#[N:23])([CH3:15])[CH3:14])[CH:10]=[CH:11][CH:12]=1. (6) Given the reactants [NH2:1][C:2]1[N:10]=[C:9]2[C:5]([N:6]([CH3:23])[C:7](=[O:22])[N:8]2[CH2:11][C:12]2[CH:17]=[CH:16][C:15]([O:18][CH3:19])=[C:14]([O:20][CH3:21])[CH:13]=2)=[C:4]([NH:24][NH2:25])[N:3]=1.C1C=CC2N([OH:35])N=NC=2C=1.CN1[CH2:42][CH2:41][O:40]CC1.CCN=C=N[CH2:48][CH2:49][CH2:50]N(C)C.Cl, predict the reaction product. The product is: [NH2:1][C:2]1[N:10]=[C:9]2[C:5]([N:6]([CH3:23])[C:7](=[O:22])[N:8]2[CH2:11][C:12]2[CH:17]=[CH:16][C:15]([O:18][CH3:19])=[C:14]([O:20][CH3:21])[CH:13]=2)=[C:4]([NH:24][NH:25][C:41]([C:42]2[O:35][CH:50]=[CH:49][CH:48]=2)=[O:40])[N:3]=1. (7) Given the reactants [F:1][C:2]1[CH:3]=[C:4]([C:8]2[CH:16]=[CH:15][C:11]([C:12]([OH:14])=O)=[CH:10][N:9]=2)[CH:5]=[CH:6][CH:7]=1.CN(C(ON1N=NC2C=CC=CC1=2)=[N+](C)C)C.F[P-](F)(F)(F)(F)F.[C:41]([O:45][C:46](=[O:55])[NH:47][C@H:48]1[CH2:53][CH2:52][C@@H:51]([NH2:54])[CH2:50][CH2:49]1)([CH3:44])([CH3:43])[CH3:42].C(N(CC)CC)C, predict the reaction product. The product is: [C:41]([O:45][C:46](=[O:55])[NH:47][C@H:48]1[CH2:49][CH2:50][C@@H:51]([NH:54][C:12]([C:11]2[CH:10]=[N:9][C:8]([C:4]3[CH:5]=[CH:6][CH:7]=[C:2]([F:1])[CH:3]=3)=[CH:16][CH:15]=2)=[O:14])[CH2:52][CH2:53]1)([CH3:44])([CH3:42])[CH3:43].